From a dataset of Forward reaction prediction with 1.9M reactions from USPTO patents (1976-2016). Predict the product of the given reaction. (1) Given the reactants [Cl:1][C:2]1[CH:21]=[CH:20][C:5]([CH2:6][N:7]2[C:16]3[C:11](=[CH:12][CH:13]=[CH:14][CH:15]=3)[C:10]([CH:17]=O)=[CH:9][C:8]2=[O:19])=[CH:4][CH:3]=1.[S:22]1[CH2:26][C:25](=[O:27])[NH:24][C:23]1=[O:28], predict the reaction product. The product is: [Cl:1][C:2]1[CH:21]=[CH:20][C:5]([CH2:6][N:7]2[C:16]3[C:11](=[CH:12][CH:13]=[CH:14][CH:15]=3)[C:10]([CH:17]=[C:26]3[S:22][C:23](=[O:28])[NH:24][C:25]3=[O:27])=[CH:9][C:8]2=[O:19])=[CH:4][CH:3]=1. (2) The product is: [NH2:13][CH2:12][C:5]1[C:6](=[O:11])[NH:7][C:8]([CH3:10])=[CH:9][C:4]=1[O:3][CH3:2]. Given the reactants [Cl-].[CH3:2][O:3][C:4]1[CH:9]=[C:8]([CH3:10])[NH:7][C:6](=[O:11])[C:5]=1[CH2:12][NH3+:13].CO.CC([O-])(C)C.[Na+], predict the reaction product. (3) Given the reactants C(NCC1SC(C2C=[C:12]3[C:16](=[C:17](C(N)=O)C=2)[NH:15]C=C3C2CCN(S(CC)(=O)=O)CC2)=CC=1)C.[CH:33]([C:35]1[S:39][C:38]([B:40]([OH:42])[OH:41])=[CH:37][CH:36]=1)=O.C(N)(C)C.[BH3-]C#N.[Na+], predict the reaction product. The product is: [CH3:12][CH:16]([NH:15][CH2:33][C:35]1[S:39][C:38]([B:40]([OH:42])[OH:41])=[CH:37][CH:36]=1)[CH3:17]. (4) Given the reactants [F:1][C:2]([F:23])([C:17]1[CH:22]=[CH:21][CH:20]=[CH:19][N:18]=1)[CH2:3][NH:4][C:5]1[C:6](=[O:16])[N:7]([CH2:12][C:13]([OH:15])=O)[C:8]([CH3:11])=[CH:9][N:10]=1.[F:24][C:25]([F:34])([C:28]1[CH:33]=[CH:32][N:31]=[CH:30][CH:29]=1)[CH2:26][NH2:27], predict the reaction product. The product is: [F:34][C:25]([F:24])([C:28]1[CH:33]=[CH:32][N:31]=[CH:30][CH:29]=1)[CH2:26][NH:27][C:13](=[O:15])[CH2:12][N:7]1[C:8]([CH3:11])=[CH:9][N:10]=[C:5]([NH:4][CH2:3][C:2]([F:1])([F:23])[C:17]2[CH:22]=[CH:21][CH:20]=[CH:19][N:18]=2)[C:6]1=[O:16]. (5) Given the reactants [Si]([O:8][CH2:9][C:10]1[N:15]=[C:14]([N:16]([CH3:24])[C:17]2[CH:22]=[CH:21][N:20]=[C:19](Cl)[N:18]=2)[C:13]([CH3:25])=[CH:12][CH:11]=1)(C(C)(C)C)(C)C.[N:26]1([C:32]2[CH:33]=[C:34]([CH:36]=[C:37]([N:39]3[CH2:44][CH2:43][O:42][CH2:41][CH2:40]3)[CH:38]=2)[NH2:35])[CH2:31][CH2:30][O:29][CH2:28][CH2:27]1.Cl.O1CCOCC1, predict the reaction product. The product is: [O:42]1[CH2:43][CH2:44][N:39]([C:37]2[CH:36]=[C:34]([NH:35][C:19]3[N:18]=[C:17]([N:16]([CH3:24])[C:14]4[N:15]=[C:10]([CH2:9][OH:8])[CH:11]=[CH:12][C:13]=4[CH3:25])[CH:22]=[CH:21][N:20]=3)[CH:33]=[C:32]([N:26]3[CH2:27][CH2:28][O:29][CH2:30][CH2:31]3)[CH:38]=2)[CH2:40][CH2:41]1. (6) Given the reactants C(Cl)(=O)C(Cl)=O.CS(C)=O.[CH3:11][O:12][C:13]1[C:14]([CH3:21])=[C:15]([CH2:19][OH:20])[CH:16]=[CH:17][CH:18]=1.Cl, predict the reaction product. The product is: [CH3:11][O:12][C:13]1[C:14]([CH3:21])=[C:15]([CH:16]=[CH:17][CH:18]=1)[CH:19]=[O:20]. (7) Given the reactants [CH3:1][NH:2][CH3:3].[CH2:4]=O.[Br:6][C:7]1[CH:8]=[C:9]2[C:13](=[CH:14][CH:15]=1)[NH:12][CH:11]=[CH:10]2, predict the reaction product. The product is: [Br:6][C:7]1[CH:8]=[C:9]2[C:3](=[CH:14][CH:15]=1)[NH:2][CH:1]=[C:10]2[CH2:11][N:12]([CH3:4])[CH3:13]. (8) Given the reactants [CH2:1]([O:8][C:9]([NH:11][C@H:12]1[CH2:16][CH2:15][N:14]([C@H:17]2[CH2:22][CH2:21][C:20](=O)[CH2:19][C@H:18]2[C:24]([O:26][CH3:27])=[O:25])[C:13]1=[O:28])=[O:10])[C:2]1[CH:7]=[CH:6][CH:5]=[CH:4][CH:3]=1.[C:29]([NH2:33])([CH3:32])([CH3:31])[CH3:30].[BH4-].[Na+].C([O-])(O)=O.[Na+], predict the reaction product. The product is: [CH2:1]([O:8][C:9]([NH:11][C@H:12]1[CH2:16][CH2:15][N:14]([C@H:17]2[CH2:22][CH2:21][C@@H:20]([NH:33][C:29]([CH3:32])([CH3:31])[CH3:30])[CH2:19][C@H:18]2[C:24]([O:26][CH3:27])=[O:25])[C:13]1=[O:28])=[O:10])[C:2]1[CH:7]=[CH:6][CH:5]=[CH:4][CH:3]=1.